Dataset: Full USPTO retrosynthesis dataset with 1.9M reactions from patents (1976-2016). Task: Predict the reactants needed to synthesize the given product. (1) Given the product [CH3:12][C:13]1([CH3:27])[O:14][C:15](=[O:26])[NH:16][C:17]2[CH:22]=[CH:21][C:20]([C:2]3[CH:3]=[C:4]([CH2:9][C:10]#[N:11])[CH:5]=[C:6]([F:8])[CH:7]=3)=[CH:19][C:18]1=2, predict the reactants needed to synthesize it. The reactants are: Br[C:2]1[CH:3]=[C:4]([CH2:9][C:10]#[N:11])[CH:5]=[C:6]([F:8])[CH:7]=1.[CH3:12][C:13]1([CH3:27])[C:18]2[CH:19]=[C:20](B(O)O)[CH:21]=[CH:22][C:17]=2[NH:16][C:15](=[O:26])[O:14]1. (2) Given the product [NH2:1][CH:2]1[CH2:7][CH2:6][CH:5]([NH:8][C:20]2[N:19]=[C:18]([N:16]([C:14]3[CH:13]=[CH:12][N:11]=[C:10]([Cl:9])[N:15]=3)[CH3:17])[CH:23]=[CH:22][N:21]=2)[CH2:4][CH2:3]1, predict the reactants needed to synthesize it. The reactants are: [NH2:1][C@H:2]1[CH2:7][CH2:6][C@H:5]([NH2:8])[CH2:4][CH2:3]1.[Cl:9][C:10]1[N:15]=[C:14]([N:16]([C:18]2[CH:23]=[CH:22][N:21]=[C:20](F)[N:19]=2)[CH3:17])[CH:13]=[CH:12][N:11]=1.C(=O)([O-])[O-].[Cs+].[Cs+].